Dataset: Forward reaction prediction with 1.9M reactions from USPTO patents (1976-2016). Task: Predict the product of the given reaction. (1) Given the reactants [NH2:1][C:2]1[N:3]=[N:4][N:5]([CH2:7][CH:8]2[CH2:10][CH2:9]2)[N:6]=1.[C:11]1([CH:17]([C:21]2[CH:26]=[CH:25][CH:24]=[CH:23][CH:22]=2)[C:18](Cl)=[O:19])[CH:16]=[CH:15][CH:14]=[CH:13][CH:12]=1, predict the reaction product. The product is: [CH:8]1([CH2:7][N:5]2[N:4]=[N:3][C:2]([NH:1][C:18](=[O:19])[CH:17]([C:11]3[CH:16]=[CH:15][CH:14]=[CH:13][CH:12]=3)[C:21]3[CH:26]=[CH:25][CH:24]=[CH:23][CH:22]=3)=[N:6]2)[CH2:10][CH2:9]1. (2) Given the reactants [N+:1]([C:4]1[CH:9]=[CH:8][C:7]([C:10](=O)[CH2:11][S:12][C:13]#[N:14])=[CH:6][CH:5]=1)([O-:3])=[O:2].[BrH:16].[OH-].[Na+].O, predict the reaction product. The product is: [Br:16][C:13]1[S:12][CH:11]=[C:10]([C:7]2[CH:8]=[CH:9][C:4]([N+:1]([O-:3])=[O:2])=[CH:5][CH:6]=2)[N:14]=1.